Dataset: Peptide-MHC class II binding affinity with 134,281 pairs from IEDB. Task: Regression. Given a peptide amino acid sequence and an MHC pseudo amino acid sequence, predict their binding affinity value. This is MHC class II binding data. The peptide sequence is TATYGGKWLDAKSTW. The MHC is DRB1_1201 with pseudo-sequence DRB1_1201. The binding affinity (normalized) is 0.173.